Dataset: Forward reaction prediction with 1.9M reactions from USPTO patents (1976-2016). Task: Predict the product of the given reaction. (1) Given the reactants [CH3:1][O:2][C:3]1[CH:8]=[CH:7][C:6](O)=[CH:5][CH:4]=1.[F:10][C:11]1[CH:16]=[CH:15][C:14]([CH:17]([OH:41])[CH2:18][CH2:19][CH2:20][CH2:21][CH2:22][N:23]2[CH2:28][CH2:27][CH:26]([C:29]3[CH:30]=[C:31]([NH:35][C:36](=[O:40])[CH:37]([CH3:39])[CH3:38])[CH:32]=[CH:33][CH:34]=3)[CH2:25][CH2:24]2)=[CH:13][CH:12]=1.Cl, predict the reaction product. The product is: [F:10][C:11]1[CH:12]=[CH:13][C:14]([CH:17]([O:41][C:6]2[CH:7]=[CH:8][C:3]([O:2][CH3:1])=[CH:4][CH:5]=2)[CH2:18][CH2:19][CH2:20][CH2:21][CH2:22][N:23]2[CH2:28][CH2:27][CH:26]([C:29]3[CH:30]=[C:31]([NH:35][C:36](=[O:40])[CH:37]([CH3:38])[CH3:39])[CH:32]=[CH:33][CH:34]=3)[CH2:25][CH2:24]2)=[CH:15][CH:16]=1. (2) Given the reactants [NH2:1][C:2]1[CH:3]=[C:4]([C:8]([C:10]2[C:14]3[CH:15]=[N:16][CH:17]=[C:18]([F:19])[C:13]=3[N:12]([C:20]([CH3:31])([CH3:30])[CH2:21][O:22][Si:23]([C:26]([CH3:29])([CH3:28])[CH3:27])([CH3:25])[CH3:24])[CH:11]=2)=[O:9])[CH:5]=[N:6][CH:7]=1.[CH:32]1([C:35]2[CH:39]=[CH:38][N:37]([CH2:40][C:41](O)=[O:42])[N:36]=2)[CH2:34][CH2:33]1.CCN(C(C)C)C(C)C.C(P1(=O)OP(CCC)(=O)OP(CCC)(=O)O1)CC, predict the reaction product. The product is: [C:26]([Si:23]([CH3:24])([CH3:25])[O:22][CH2:21][C:20]([N:12]1[C:13]2[C:18]([F:19])=[CH:17][N:16]=[CH:15][C:14]=2[C:10]([C:8]([C:4]2[CH:3]=[C:2]([NH:1][C:41](=[O:42])[CH2:40][N:37]3[CH:38]=[CH:39][C:35]([CH:32]4[CH2:33][CH2:34]4)=[N:36]3)[CH:7]=[N:6][CH:5]=2)=[O:9])=[CH:11]1)([CH3:31])[CH3:30])([CH3:29])([CH3:28])[CH3:27].